This data is from Forward reaction prediction with 1.9M reactions from USPTO patents (1976-2016). The task is: Predict the product of the given reaction. (1) Given the reactants COC1C=CC(C[N:8]2[C:12]3=[N:13][CH:14]=[CH:15][C:16]([O:17][C:18]4[CH:23]=[CH:22][C:21]([NH:24][C:25]([C:27]5[C:28](=[O:40])[N:29]([C:33]6[CH:38]=[CH:37][C:36]([F:39])=[CH:35][CH:34]=6)[N:30]=[CH:31][CH:32]=5)=[O:26])=[CH:20][C:19]=4[F:41])=[C:11]3[C:10]([NH:42][CH:43]3[CH2:48][CH2:47][CH2:46][CH:45](O)[CH2:44]3)=[N:9]2)=CC=1.[C:52]([OH:58])([C:54]([F:57])([F:56])[F:55])=[O:53], predict the reaction product. The product is: [F:55][C:54]([F:57])([F:56])[C:52]([O:58][CH:45]1[CH2:46][CH2:47][CH2:48][CH:43]([NH:42][C:10]2[C:11]3[C:12](=[N:13][CH:14]=[CH:15][C:16]=3[O:17][C:18]3[CH:23]=[CH:22][C:21]([NH:24][C:25]([C:27]4[C:28](=[O:40])[N:29]([C:33]5[CH:34]=[CH:35][C:36]([F:39])=[CH:37][CH:38]=5)[N:30]=[CH:31][CH:32]=4)=[O:26])=[CH:20][C:19]=3[F:41])[NH:8][N:9]=2)[CH2:44]1)=[O:53]. (2) Given the reactants Cl.[Br:2][C:3]1[C:4](Cl)=[N:5][CH:6]=[N:7][CH:8]=1.C(N(CC)CC)C.[NH:17]1[CH2:25][CH2:24][CH:20]([C:21]([NH2:23])=[O:22])[CH2:19][CH2:18]1.C(=O)([O-])O.[Na+], predict the reaction product. The product is: [Br:2][C:3]1[C:4]([N:17]2[CH2:25][CH2:24][CH:20]([C:21]([NH2:23])=[O:22])[CH2:19][CH2:18]2)=[N:5][CH:6]=[N:7][CH:8]=1. (3) Given the reactants [CH2:1]([O:8][C:9]1[CH:14]=[CH:13][C:12](Br)=[CH:11][CH:10]=1)[C:2]1[CH:7]=[CH:6][CH:5]=[CH:4][CH:3]=1.[Mg].[O:17]1[CH2:22][CH2:21][C:20](=[O:23])[CH2:19][CH2:18]1, predict the reaction product. The product is: [CH2:1]([O:8][C:9]1[CH:14]=[CH:13][C:12]([C:20]2([OH:23])[CH2:21][CH2:22][O:17][CH2:18][CH2:19]2)=[CH:11][CH:10]=1)[C:2]1[CH:7]=[CH:6][CH:5]=[CH:4][CH:3]=1. (4) The product is: [CH3:22][C:17]1([CH3:23])[C:18]([CH3:21])([CH3:20])[O:19][B:15]([C:2]2[CH:3]=[N:4][N:5]([CH2:7][CH2:8][N:9]3[CH2:13][CH2:12][CH2:11][C:10]3=[O:14])[CH:6]=2)[O:16]1. Given the reactants Br[C:2]1[CH:3]=[N:4][N:5]([CH2:7][CH2:8][N:9]2[CH2:13][CH2:12][CH2:11][C:10]2=[O:14])[CH:6]=1.[B:15]1([B:15]2[O:19][C:18]([CH3:21])([CH3:20])[C:17]([CH3:23])([CH3:22])[O:16]2)[O:19][C:18]([CH3:21])([CH3:20])[C:17]([CH3:23])([CH3:22])[O:16]1.CC([O-])=O.[K+], predict the reaction product. (5) The product is: [CH2:1]([Si:5]([C:12]1[CH:13]=[CH:14][CH:15]=[CH:16][CH:17]=1)([C:18]1[CH:23]=[CH:22][CH:21]=[CH:20][CH:19]=1)[CH:6]([OH:11])[CH2:7][CH:8]([CH3:10])[CH3:9])[CH2:2][CH:3]=[CH2:4]. Given the reactants [CH2:1]([Si:5]([C:18]1[CH:23]=[CH:22][CH:21]=[CH:20][CH:19]=1)([C:12]1[CH:17]=[CH:16][CH:15]=[CH:14][CH:13]=1)[C:6](=[O:11])[CH2:7][CH:8]([CH3:10])[CH3:9])[CH2:2][CH:3]=[CH2:4].[H-].[Al+3].[Li+].[H-].[H-].[H-], predict the reaction product. (6) Given the reactants C(=O)([O-])[O-].[K+].[K+].[CH3:7][N:8]=[C:9]=[O:10].[CH2:11]([C:13]1[C:14]([O:19][C:20]2[CH:25]=[CH:24][C:23]([C:26]([F:29])([F:28])[F:27])=[CH:22][C:21]=2[N+:30]([O-:32])=[O:31])=[N:15][NH:16][C:17]=1[CH3:18])[CH3:12].Cl, predict the reaction product. The product is: [CH3:7][NH:8][C:9]([N:16]1[C:17]([CH3:18])=[C:13]([CH2:11][CH3:12])[C:14]([O:19][C:20]2[CH:25]=[CH:24][C:23]([C:26]([F:29])([F:28])[F:27])=[CH:22][C:21]=2[N+:30]([O-:32])=[O:31])=[N:15]1)=[O:10].